This data is from Reaction yield outcomes from USPTO patents with 853,638 reactions. The task is: Predict the reaction yield, written as a fraction of the theoretical maximum amount of product (1.0 means a 100% yield; for example, 0.34 means a 34% yield). The reactants are [Br:1][C:2]1[CH:7]=[CH:6][C:5](Br)=[CH:4][N:3]=1.[Li]CCCC.[O:14]=[C:15]1[CH2:20][CH2:19][N:18]([C:21]([O:23][C:24]([CH3:27])([CH3:26])[CH3:25])=[O:22])[CH2:17][CH2:16]1. The catalyst is O1CCCC1. The product is [Br:1][C:2]1[N:3]=[CH:4][C:5]([C:15]2([OH:14])[CH2:16][CH2:17][N:18]([C:21]([O:23][C:24]([CH3:26])([CH3:25])[CH3:27])=[O:22])[CH2:19][CH2:20]2)=[CH:6][CH:7]=1. The yield is 0.330.